From a dataset of Human liver microsome stability data. Regression/Classification. Given a drug SMILES string, predict its absorption, distribution, metabolism, or excretion properties. Task type varies by dataset: regression for continuous measurements (e.g., permeability, clearance, half-life) or binary classification for categorical outcomes (e.g., BBB penetration, CYP inhibition). Dataset: hlm. (1) The compound is O=C(NCc1ccccc1OC(F)(F)F)c1ccc(OCCC(F)(F)F)nc1. The result is 0 (unstable in human liver microsomes). (2) The drug is O=C(N[C@H](Cc1c[nH]c2ccccc12)C(=O)Nc1ccncc1)c1ccc(N2CCN(c3ccc(Cl)c(Cl)c3)CC2)cc1F. The result is 1 (stable in human liver microsomes). (3) The drug is CCc1ccc(CC[C@H]([C@H](C)O)n2cnc3c(N)ncnc32)s1. The result is 0 (unstable in human liver microsomes). (4) The drug is CCc1ccncc1C#CCN. The result is 1 (stable in human liver microsomes). (5) The drug is NC(=O)c1noc([C@H](CCCC2CCCCC2)CC(=O)NO)n1. The result is 1 (stable in human liver microsomes).